This data is from Full USPTO retrosynthesis dataset with 1.9M reactions from patents (1976-2016). The task is: Predict the reactants needed to synthesize the given product. Given the product [F:36][C:5]1[CH:6]=[C:7]([O:9][CH3:10])[CH:8]=[C:3]([O:2][CH3:1])[C:4]=1[NH:11][C:12](=[O:18])[O:13][C:14]([CH3:15])([CH3:17])[CH3:16], predict the reactants needed to synthesize it. The reactants are: [CH3:1][O:2][C:3]1[CH:8]=[C:7]([O:9][CH3:10])[CH:6]=[CH:5][C:4]=1[NH:11][C:12](=[O:18])[O:13][C:14]([CH3:17])([CH3:16])[CH3:15].NCCCCN.CCCCCC.C([Li])CCC.[F:36]N(S(C1C=CC=CC=1)(=O)=O)S(C1C=CC=CC=1)(=O)=O.[Cl-].[NH4+].